This data is from CYP2D6 inhibition data for predicting drug metabolism from PubChem BioAssay. The task is: Regression/Classification. Given a drug SMILES string, predict its absorption, distribution, metabolism, or excretion properties. Task type varies by dataset: regression for continuous measurements (e.g., permeability, clearance, half-life) or binary classification for categorical outcomes (e.g., BBB penetration, CYP inhibition). Dataset: cyp2d6_veith. (1) The compound is CCc1ccc2c(-c3cccc(Cl)c3)nc(=O)n(CC)c2n1. The result is 0 (non-inhibitor). (2) The result is 0 (non-inhibitor). The drug is COc1ccc(Oc2ncc3nc(-c4cccs4)c(=O)n(Cc4cccc(OC)c4)c3n2)cc1. (3) The drug is Cc1ccc(NC(=O)NNC(=O)Cn2nc(-c3ccccc3)c(-c3ccccc3)c(C#N)c2=O)cc1. The result is 0 (non-inhibitor). (4) The drug is COC(=O)N1CCC2(CCCN(c3ccc(-c4ccccc4)cc3)C2)CC1. The result is 0 (non-inhibitor). (5) The drug is Cc1noc(C)c1C(=O)N1CCC2(CCN(Cc3ccccc3)CC2)CC1. The result is 0 (non-inhibitor). (6) The molecule is CCOc1c(OC(C)=O)ccc(/C=C2\N=C(SCC)SC2=O)c1[N+](=O)[O-]. The result is 1 (inhibitor). (7) The molecule is c1ccc(CN2COc3c(ccc4c5c(ccc34)CN(Cc3ccccc3)CO5)C2)cc1. The result is 0 (non-inhibitor).